From a dataset of Full USPTO retrosynthesis dataset with 1.9M reactions from patents (1976-2016). Predict the reactants needed to synthesize the given product. (1) Given the product [Cl:1][C:2]1[CH:3]=[C:4]2[C:9]([N:8]=[C:7]([N:13]3[CH2:14][CH2:15][N:16]([C:19]([O:21][C:22]([CH3:24])([CH3:25])[CH3:23])=[O:20])[CH2:17][CH2:18]3)[C:6]3[N:5]2[CH:28]=[CH:27][N:26]=3)=[CH:10][C:11]=1[F:12], predict the reactants needed to synthesize it. The reactants are: [Cl:1][C:2]1[CH:3]=[C:4]2[C:9](=[CH:10][C:11]=1[F:12])[N:8]=[C:7]([N:13]1[CH2:18][CH2:17][N:16]([C:19]([O:21][C:22]([CH3:25])([CH3:24])[CH3:23])=[O:20])[CH2:15][CH2:14]1)[C:6]([NH:26][CH2:27][CH:28](OCC)OCC)=[N:5]2.C1(C)C=CC(S(O)(=O)=O)=CC=1. (2) Given the product [C:1]1([Si:7]([C:14]2[CH:19]=[CH:18][CH:17]=[CH:16][CH:15]=2)([C:8]2[CH:13]=[CH:12][CH:11]=[CH:10][CH:9]=2)[O:21][CH2:22][CH2:23][CH2:24][CH2:25][CH2:26][N:27]2[CH:32]=[CH:31][C:30](=[O:33])[NH:29][C:28]2=[O:34])[CH:6]=[CH:5][CH:4]=[CH:3][CH:2]=1, predict the reactants needed to synthesize it. The reactants are: [C:1]1([Si:7](Cl)([C:14]2[CH:19]=[CH:18][CH:17]=[CH:16][CH:15]=2)[C:8]2[CH:13]=[CH:12][CH:11]=[CH:10][CH:9]=2)[CH:6]=[CH:5][CH:4]=[CH:3][CH:2]=1.[OH:21][CH2:22][CH2:23][CH2:24][CH2:25][CH2:26][N:27]1[CH:32]=[CH:31][C:30](=[O:33])[NH:29][C:28]1=[O:34]. (3) Given the product [CH3:16][O:17][C:18](=[O:28])[C:19]1[CH:24]=[C:23]([O:25][CH3:26])[CH:22]=[CH:21][C:20]=1[NH:14][C:13]1[N:9]([C:4]2[CH:5]=[CH:6][CH:7]=[CH:8][C:3]=2[O:2][CH3:1])[N:10]=[C:11]([CH3:15])[CH:12]=1, predict the reactants needed to synthesize it. The reactants are: [CH3:1][O:2][C:3]1[CH:8]=[CH:7][CH:6]=[CH:5][C:4]=1[N:9]1[C:13]([NH2:14])=[CH:12][C:11]([CH3:15])=[N:10]1.[CH3:16][O:17][C:18](=[O:28])[C:19]1[CH:24]=[C:23]([O:25][CH3:26])[CH:22]=[CH:21][C:20]=1Br.P([O-])([O-])([O-])=O.[K+].[K+].[K+]. (4) Given the product [CH:1]1([N:4]2[C:8]3[C:9]([O:29][C@@H:30]([C@@H:32]4[CH2:33][C:34](=[O:37])[NH:35][CH2:36]4)[CH3:31])=[N:10][C:11]([C:13]4[CH:14]=[CH:15][C:16]([N:52]5[CH2:53][CH:54]6[CH2:58][CH:56]([N:55]6[C:59]([O:61][C:62]([CH3:65])([CH3:64])[CH3:63])=[O:60])[CH2:57]5)=[CH:17][CH:18]=4)=[CH:12][C:7]=3[N:6]=[CH:5]2)[CH2:3][CH2:2]1, predict the reactants needed to synthesize it. The reactants are: [CH:1]1([N:4]2[C:8]3[C:9]([O:29][C@@H:30]([C@H:32]4[CH2:36][NH:35][C:34](=[O:37])[CH2:33]4)[CH3:31])=[N:10][C:11]([C:13]4[CH:18]=[CH:17][C:16](C5CCN(C6COC6)CC5)=[CH:15][CH:14]=4)=[CH:12][C:7]=3[N:6]=[CH:5]2)[CH2:3][CH2:2]1.CC1(C)C(C)(C)OB(C2C=CC([N:52]3[CH2:57][CH:56]4[CH2:58][CH:54]([N:55]4[C:59]([O:61][C:62]([CH3:65])([CH3:64])[CH3:63])=[O:60])[CH2:53]3)=CC=2)O1.